From a dataset of Reaction yield outcomes from USPTO patents with 853,638 reactions. Predict the reaction yield, written as a fraction of the theoretical maximum amount of product (1.0 means a 100% yield; for example, 0.34 means a 34% yield). (1) The reactants are [CH:1](=[O:19])[CH2:2][CH2:3][CH2:4][CH2:5][CH2:6][CH2:7][CH2:8][CH2:9][CH2:10][CH2:11][CH2:12][CH2:13][CH2:14][CH2:15][CH2:16][CH2:17][CH3:18].[N+:20]([CH3:23])([O-:22])=[O:21]. The catalyst is CCOCC. The product is [N+:20]([CH2:23][CH:1]([OH:19])[CH2:2][CH2:3][CH2:4][CH2:5][CH2:6][CH2:7][CH2:8][CH2:9][CH2:10][CH2:11][CH2:12][CH2:13][CH2:14][CH2:15][CH2:16][CH2:17][CH3:18])([O-:22])=[O:21]. The yield is 0.890. (2) The reactants are [C:1]([OH:6])(=O)[C:2]([CH3:4])=[CH2:3].S(Cl)(Cl)=O.[Br:11][C:12]1[C:18]([CH3:19])=[CH:17][C:16]([N+:20]([O-:22])=[O:21])=[CH:15][C:13]=1[NH2:14]. The catalyst is CN(C)C(=O)C. The product is [Br:11][C:12]1[C:18]([CH3:19])=[CH:17][C:16]([N+:20]([O-:22])=[O:21])=[CH:15][C:13]=1[NH:14][C:1](=[O:6])[C:2]([CH3:4])=[CH2:3]. The yield is 0.920. (3) The yield is 0.740. The product is [Br:8][C:5]1[CH:4]=[C:3]2[C:2](=[CH:7][CH:6]=1)[NH:1][C:18](=[O:19])[N:17]=[C:9]2[C:11]1[CH:16]=[CH:15][N:14]=[CH:13][CH:12]=1. The catalyst is CC(O)=O. The reactants are [NH2:1][C:2]1[CH:7]=[CH:6][C:5]([Br:8])=[CH:4][C:3]=1[C:9]([C:11]1[CH:16]=[CH:15][N:14]=[CH:13][CH:12]=1)=O.[NH2:17][C:18](N)=[O:19]. (4) The reactants are [NH2:1][C:2]1[N:7]=[CH:6][N:5]=[C:4]2[N:8]([CH:12]([C:14]3[CH:21]=[C:20]([Cl:22])[C:17]([C:18]#[N:19])=[C:16]([CH:23]4[CH2:26][NH:25][CH2:24]4)[C:15]=3[O:27][CH3:28])[CH3:13])[N:9]=[C:10]([CH3:11])[C:3]=12.C(N(CC)CC)C.[C:36](Cl)(=[O:38])[CH3:37]. The catalyst is O1CCCC1.CO. The product is [C:36]([N:25]1[CH2:24][CH:23]([C:16]2[C:15]([O:27][CH3:28])=[C:14]([CH:12]([N:8]3[C:4]4=[N:5][CH:6]=[N:7][C:2]([NH2:1])=[C:3]4[C:10]([CH3:11])=[N:9]3)[CH3:13])[CH:21]=[C:20]([Cl:22])[C:17]=2[C:18]#[N:19])[CH2:26]1)(=[O:38])[CH3:37]. The yield is 0.590. (5) The reactants are Cl[S:2]([N:5]=[C:6]=[O:7])(=[O:4])=[O:3].[Cl:8][C:9]([Cl:13])([Cl:12])[CH2:10][OH:11].[CH3:14][O:15][CH:16]([O:19][CH3:20])[CH2:17][NH2:18].C(N(CC)CC)C.Cl. The catalyst is ClCCl. The product is [CH3:14][O:15][CH:16]([O:19][CH3:20])[CH2:17][NH:18][S:2]([NH:5][C:6](=[O:7])[O:11][CH2:10][C:9]([Cl:13])([Cl:12])[Cl:8])(=[O:4])=[O:3]. The yield is 0.970. (6) The reactants are F[C:2]1[CH:7]=[CH:6][CH:5]=[CH:4][C:3]=1[N+:8]([O-:10])=[O:9].[Cl:11][C:12]1[CH:17]=[CH:16][CH:15]=[CH:14][C:13]=1[N:18]1[C:22]([OH:23])=[CH:21][C:20]([CH3:24])=[N:19]1.C(=O)([O-])[O-].[K+].[K+].O. The catalyst is CN(C=O)C.C(OCC)(=O)C.C(OCC)C. The product is [Cl:11][C:12]1[CH:17]=[CH:16][CH:15]=[CH:14][C:13]=1[N:18]1[C:22]([O:23][C:2]2[CH:7]=[CH:6][CH:5]=[CH:4][C:3]=2[N+:8]([O-:10])=[O:9])=[CH:21][C:20]([CH3:24])=[N:19]1. The yield is 0.390.